Task: Predict the reaction yield, written as a fraction of the theoretical maximum amount of product (1.0 means a 100% yield; for example, 0.34 means a 34% yield).. Dataset: Reaction yield outcomes from USPTO patents with 853,638 reactions (1) The product is [Cl:31][C:32]1[N:33]=[CH:34][N:35]([C:37]2[CH:43]=[CH:42][C:40]([NH:41][C:2]3[N:3]=[C:4]([N:18]4[CH2:19][CH:20]([N:22]([CH3:30])[C:23](=[O:29])[O:24][C:25]([CH3:26])([CH3:28])[CH3:27])[CH2:21]4)[C:5]4[CH2:10][CH2:9][CH:8]([C:11]5[CH:12]=[CH:13][C:14]([F:17])=[CH:15][CH:16]=5)[C:6]=4[N:7]=3)=[CH:39][C:38]=2[O:44][CH3:45])[CH:36]=1. No catalyst specified. The reactants are Cl[C:2]1[N:3]=[C:4]([N:18]2[CH2:21][CH:20]([N:22]([CH3:30])[C:23](=[O:29])[O:24][C:25]([CH3:28])([CH3:27])[CH3:26])[CH2:19]2)[C:5]2[CH2:10][CH2:9][CH:8]([C:11]3[CH:16]=[CH:15][C:14]([F:17])=[CH:13][CH:12]=3)[C:6]=2[N:7]=1.[Cl:31][C:32]1[N:33]=[CH:34][N:35]([C:37]2[CH:43]=[CH:42][C:40]([NH2:41])=[CH:39][C:38]=2[O:44][CH3:45])[CH:36]=1. The yield is 0.494. (2) The reactants are [Si]([O:8][CH2:9][CH:10]([NH:15][C:16](=[O:22])[O:17][C:18]([CH3:21])([CH3:20])[CH3:19])[C:11](=[O:14])[CH2:12][CH3:13])(C(C)(C)C)(C)C.C1COCC1.O.[Na+].[Cl-].C([O-])(O)=O.[Na+]. The catalyst is C(O)(=O)C. The product is [OH:8][CH2:9][CH:10]([NH:15][C:16](=[O:22])[O:17][C:18]([CH3:21])([CH3:20])[CH3:19])[C:11](=[O:14])[CH2:12][CH3:13]. The yield is 0.960. (3) The reactants are [Cl:1][C:2]1[CH:7]=[CH:6][CH:5]=[CH:4][C:3]=1[C:8]1[CH:17]=[C:16]([NH:18][C:19](=[O:23])[CH:20]([CH3:22])[CH3:21])[CH:15]=[C:14]2[C:9]=1[CH2:10][CH2:11][NH:12][CH2:13]2.C(N(CC)CC)C.[C:31](Cl)(=[O:33])[CH3:32]. The catalyst is CC(N(C)C)=O. The product is [C:31]([N:12]1[CH2:11][CH2:10][C:9]2[C:14](=[CH:15][C:16]([NH:18][C:19](=[O:23])[CH:20]([CH3:21])[CH3:22])=[CH:17][C:8]=2[C:3]2[CH:4]=[CH:5][CH:6]=[CH:7][C:2]=2[Cl:1])[CH2:13]1)(=[O:33])[CH3:32]. The yield is 0.670. (4) The reactants are C([O:3][C:4]([C:6]1[O:7][C:8]2[CH:15]=[CH:14][CH:13]=[C:12]([O:16][CH2:17][CH3:18])[C:9]=2[C:10]=1[CH3:11])=[O:5])C.[Li+].[OH-]. The catalyst is C1COCC1. The product is [CH2:17]([O:16][C:12]1[C:9]2[C:10]([CH3:11])=[C:6]([C:4]([OH:5])=[O:3])[O:7][C:8]=2[CH:15]=[CH:14][CH:13]=1)[CH3:18]. The yield is 0.920. (5) The reactants are [Cl:1][C:2]1[N:11]=[C:10](Cl)[C:9]2[C:4](=[CH:5][CH:6]=[C:7]([Cl:13])[CH:8]=2)[N:3]=1.[CH2:14]([NH2:24])[C:15]1[CH:23]=[CH:22][C:21]2[O:20][CH2:19][O:18][C:17]=2[CH:16]=1. The catalyst is C(O)C. The product is [O:20]1[C:21]2[CH:22]=[CH:23][C:15]([CH2:14][NH:24][C:10]3[C:9]4[C:4](=[CH:5][CH:6]=[C:7]([Cl:13])[CH:8]=4)[N:3]=[C:2]([Cl:1])[N:11]=3)=[CH:16][C:17]=2[O:18][CH2:19]1. The yield is 0.960.